From a dataset of Reaction yield outcomes from USPTO patents with 853,638 reactions. Predict the reaction yield, written as a fraction of the theoretical maximum amount of product (1.0 means a 100% yield; for example, 0.34 means a 34% yield). (1) The reactants are CO[C:3](=[O:23])[CH:4]([C:11]1[CH:16]=[CH:15][C:14]([C:17]2[CH:18]=[N:19][CH:20]=[CH:21][CH:22]=2)=[CH:13][CH:12]=1)[CH2:5][CH:6]1[CH2:10][CH2:9][CH2:8][CH2:7]1.[CH3:24][NH:25][C:26]([NH2:28])=[O:27].C[O-].[Mg+2].C[O-].CO. No catalyst specified. The product is [CH:6]1([CH2:5][CH:4]([C:11]2[CH:12]=[CH:13][C:14]([C:17]3[CH:18]=[N:19][CH:20]=[CH:21][CH:22]=3)=[CH:15][CH:16]=2)[C:3]([NH:28][C:26]([NH:25][CH3:24])=[O:27])=[O:23])[CH2:10][CH2:9][CH2:8][CH2:7]1. The yield is 0.0600. (2) The product is [CH2:17]([O:1][C:2]1[CH:6]=[C:5]([C:7]([O:9][CH3:10])=[O:8])[O:4][N:3]=1)[C:18]1[CH:23]=[CH:22][CH:21]=[CH:20][CH:19]=1. The reactants are [OH:1][C:2]1[CH:6]=[C:5]([C:7]([O:9][CH3:10])=[O:8])[O:4][N:3]=1.C(=O)([O-])[O-].[K+].[K+].[CH2:17](Br)[C:18]1[CH:23]=[CH:22][CH:21]=[CH:20][CH:19]=1. The catalyst is CC(C)=O. The yield is 0.590. (3) The reactants are [NH2:1][C:2]1[CH:3]=[C:4]([CH:8]=[CH:9][C:10]=1[CH3:11])[C:5]([OH:7])=[O:6].Cl.[N:13]([O-])=O.[Na+].[C:17]([SH:21])([CH3:20])([CH3:19])[CH3:18]. The catalyst is O.CC(C)=O. The product is [C:17]([S:21]/[N:13]=[N:1]/[C:2]1[CH:3]=[C:4]([CH:8]=[CH:9][C:10]=1[CH3:11])[C:5]([OH:7])=[O:6])([CH3:20])([CH3:19])[CH3:18]. The yield is 0.950. (4) The reactants are [CH:1]([N:4]1[C:8]([C:9]2[N:18]=[C:17]3[N:11]([CH2:12][CH2:13][O:14][C:15]4[CH:22]=[C:21]([O:23][C@@H:24]([CH3:28])[C:25]([OH:27])=O)[N:20]=[CH:19][C:16]=43)[CH:10]=2)=[N:7][CH:6]=[N:5]1)([CH3:3])[CH3:2].C[N:30](C(ON1N=NC2C=CC=NC1=2)=[N+](C)C)C.F[P-](F)(F)(F)(F)F.[Cl-].[NH4+].C(N(CC)CC)C. The catalyst is CN(C=O)C. The product is [CH:1]([N:4]1[C:8]([C:9]2[N:18]=[C:17]3[C:16]4[CH:19]=[N:20][C:21]([O:23][C@@H:24]([CH3:28])[C:25]([NH2:30])=[O:27])=[CH:22][C:15]=4[O:14][CH2:13][CH2:12][N:11]3[CH:10]=2)=[N:7][CH:6]=[N:5]1)([CH3:3])[CH3:2]. The yield is 0.580. (5) The reactants are C(N(CC)C(C)C)(C)C.O[C@H:11]1[CH2:15][CH2:14][NH:13][C:12]1=[O:16].FC(F)(F)S(OS(C(F)(F)F)(=O)=O)(=O)=O.[Cl:32][C:33]1[CH:34]=[C:35]2[C:40](=[CH:41][CH:42]=1)[NH:39][CH2:38][CH2:37][CH2:36]2. The catalyst is C(Cl)Cl. The product is [Cl:32][C:33]1[CH:34]=[C:35]2[C:40](=[CH:41][CH:42]=1)[N:39]([C@@H:11]1[CH2:15][CH2:14][NH:13][C:12]1=[O:16])[CH2:38][CH2:37][CH2:36]2. The yield is 0.120. (6) The reactants are C1CCN2[C:4](=[N:5]CCC2)CC1.[Br:12][C:13]1[C:22]2[C:17](=[CH:18][CH:19]=[CH:20][CH:21]=2)[CH:16]=[N+:15]([O-])[CH:14]=1.C([Si](C)(C)C)#N. The yield is 0.820. The product is [Br:12][C:13]1[C:22]2[C:17](=[CH:18][CH:19]=[CH:20][CH:21]=2)[C:16]([C:4]#[N:5])=[N:15][CH:14]=1. The catalyst is C1COCC1. (7) The reactants are [Br:1][C:2]1[CH:7]=[CH:6][C:5]([C:8](=[O:25])[CH2:9][C:10]([CH2:21][CH2:22][O:23][CH3:24])(C(OCC)=O)[C:11]([O:13][CH2:14][CH3:15])=[O:12])=[CH:4][CH:3]=1.[OH-].[Na+]. The catalyst is CC(C)=O.C(O)C. The product is [Br:1][C:2]1[CH:7]=[CH:6][C:5]([C:8](=[O:25])[CH2:9][CH:10]([CH2:21][CH2:22][O:23][CH3:24])[C:11]([O:13][CH2:14][CH3:15])=[O:12])=[CH:4][CH:3]=1. The yield is 0.860. (8) The reactants are [Se-2:1].[Na+].[Na+].Cl[C:5]([C:11]([CH3:14])([CH3:13])[CH3:12])=[CH:6][C:7]([O:9]C)=O.Cl[CH2:16][C:17]#[N:18].C[O-].[Na+].Cl. The catalyst is CN(C=O)C.CO. The product is [C:11]([C:5]1[Se:1][C:16]([C:17]#[N:18])=[C:7]([OH:9])[CH:6]=1)([CH3:14])([CH3:13])[CH3:12]. The yield is 0.770. (9) The reactants are CN(C(O[N:16]1N=[N:16][C:11]2[CH:12]=[CH:13][CH:13]=[CH:12][C:11]1=2)=[N+](C)C)C.[B-](F)(F)(F)F.[F:23][C:24]1[CH:25]=[C:26]([N:31]2[CH2:35][CH2:34][CH2:33][C@@H:32]2[C:36]2[CH:37]=[C:38]([C:53]([OH:55])=O)[CH:39]=[C:40]3[C:45]=2[O:44][C:43]([N:46]2[CH2:51][CH2:50][O:49][CH2:48][CH2:47]2)=[CH:42][C:41]3=[O:52])[CH:27]=[C:28]([F:30])[CH:29]=1.CCN(C(C)C)C(C)C.Cl.N1CCC1. The catalyst is C(Cl)(Cl)Cl. The product is [N:16]1([C:53]([C:38]2[CH:39]=[C:40]3[C:45](=[C:36]([C@H:32]4[CH2:33][CH2:34][CH2:35][N:31]4[C:26]4[CH:27]=[C:28]([F:30])[CH:29]=[C:24]([F:23])[CH:25]=4)[CH:37]=2)[O:44][C:43]([N:46]2[CH2:51][CH2:50][O:49][CH2:48][CH2:47]2)=[CH:42][C:41]3=[O:52])=[O:55])[CH2:13][CH2:12][CH2:11]1. The yield is 0.770. (10) The reactants are B(OS(C(F)(F)F)(=O)=O)(CCCC)CCCC.[CH:18]([C@H:21]1[CH2:25][O:24][C:23](=[O:26])[N:22]1[C:27](=[O:36])[CH2:28][CH2:29][C:30]1[CH:35]=[CH:34][CH:33]=[CH:32][CH:31]=1)([CH3:20])[CH3:19].CCN(C(C)C)C(C)C.[CH2:46]([O:53][C@H:54]1[CH2:58][N:57]([C:59]([O:61][C:62]([CH3:65])([CH3:64])[CH3:63])=[O:60])[C@H:56]([CH:66]=[O:67])[CH2:55]1)[C:47]1[CH:52]=[CH:51][CH:50]=[CH:49][CH:48]=1.P([O-])([O-])([O-])=O.OO. The catalyst is C(Cl)Cl. The product is [CH2:29]([C@H:28]([C:27]([N:22]1[C@@H:21]([CH:18]([CH3:20])[CH3:19])[CH2:25][O:24][C:23]1=[O:26])=[O:36])[C@@H:66]([CH:56]1[CH2:55][C@@H:54]([O:53][CH2:46][C:47]2[CH:48]=[CH:49][CH:50]=[CH:51][CH:52]=2)[CH2:58][N:57]1[C:59]([O:61][C:62]([CH3:65])([CH3:64])[CH3:63])=[O:60])[OH:67])[C:30]1[CH:31]=[CH:32][CH:33]=[CH:34][CH:35]=1. The yield is 0.650.